This data is from Kir2.1 potassium channel HTS with 301,493 compounds. The task is: Binary Classification. Given a drug SMILES string, predict its activity (active/inactive) in a high-throughput screening assay against a specified biological target. (1) The drug is S(=O)(=O)(C(CC(=O)c1ccccc1)c1occc1)c1ccccc1. The result is 0 (inactive). (2) The compound is Clc1c(/C=C(\c2nn(c(n3cccc3)c2C#N)c2ccccc2)C#N)c(F)ccc1. The result is 0 (inactive).